This data is from Catalyst prediction with 721,799 reactions and 888 catalyst types from USPTO. The task is: Predict which catalyst facilitates the given reaction. (1) Reactant: C[O:2][C:3]1[CH:20]=[C:19]([O:21][CH3:22])[CH:18]=[C:17]2[C:4]=1[C@@:5]1([CH3:26])[C@H:14]([CH2:15][O:16]2)[C@:13]2([CH3:23])[C@H:8]([C:9]([CH3:25])([CH3:24])[CH2:10][CH2:11][CH2:12]2)[CH2:7][CH2:6]1.CN1C(=O)CCC1. Product: [CH3:22][O:21][C:19]1[CH:18]=[C:17]2[C:4]([C@@:5]3([CH3:26])[C@H:14]([CH2:15][O:16]2)[C@:13]2([CH3:23])[C@H:8]([C:9]([CH3:25])([CH3:24])[CH2:10][CH2:11][CH2:12]2)[CH2:7][CH2:6]3)=[C:3]([OH:2])[CH:20]=1. The catalyst class is: 25. (2) Reactant: [O:1]1[C:5]2[CH:6]=[CH:7][CH:8]=[CH:9][C:4]=2[N:3]=[C:2]1[C:10]1[C:11]([NH2:25])=[N:12][CH:13]=[C:14](B2OC(C)(C)C(C)(C)O2)[CH:15]=1.Br[C:27]1[CH:28]=[N:29][N:30]([CH:33]2[CH2:38][CH2:37][N:36]([C:39]([O:41][C:42]([CH3:45])([CH3:44])[CH3:43])=[O:40])[CH2:35][CH2:34]2)[C:31]=1[CH3:32].C1(P(C2CCCCC2)C2CCCCC2)CCCCC1.P([O-])([O-])([O-])=O.[K+].[K+].[K+]. Product: [NH2:25][C:11]1[N:12]=[CH:13][C:14]([C:27]2[CH:28]=[N:29][N:30]([CH:33]3[CH2:34][CH2:35][N:36]([C:39]([O:41][C:42]([CH3:45])([CH3:44])[CH3:43])=[O:40])[CH2:37][CH2:38]3)[C:31]=2[CH3:32])=[CH:15][C:10]=1[C:2]1[O:1][C:5]2[CH:6]=[CH:7][CH:8]=[CH:9][C:4]=2[N:3]=1. The catalyst class is: 333. (3) Reactant: Cl[C:2]1[C:11]2[C:6](=[C:7]([F:12])[CH:8]=[CH:9][CH:10]=2)[N:5]=[C:4]([C:13]([F:22])([F:21])[C:14]2[CH:19]=[CH:18][C:17]([F:20])=[CH:16][N:15]=2)[N:3]=1.[NH2:23][C:24]1[CH:28]=[C:27]([CH3:29])[N:26](C(OC(C)(C)C)=O)[N:25]=1.C(O)(=O)C. Product: [F:21][C:13]([F:22])([C:14]1[CH:19]=[CH:18][C:17]([F:20])=[CH:16][N:15]=1)[C:4]1[N:3]=[C:2]([NH:23][C:24]2[CH:28]=[C:27]([CH3:29])[NH:26][N:25]=2)[C:11]2[C:6](=[C:7]([F:12])[CH:8]=[CH:9][CH:10]=2)[N:5]=1. The catalyst class is: 44.